This data is from Full USPTO retrosynthesis dataset with 1.9M reactions from patents (1976-2016). The task is: Predict the reactants needed to synthesize the given product. Given the product [C:21]([C:20]1[CH:23]=[CH:24][C:17]([C:9]2[CH:10]=[C:11]3[N:16]([CH2:26][CH:27]4[CH2:32][CH2:31][N:30]([C:33]([O:35][C:36]([CH3:37])([CH3:39])[CH3:38])=[O:34])[CH2:29][CH2:28]4)[N:15]=[CH:14][C:12]3=[N:13][C:8]=2[C:5]2[CH:4]=[CH:3][C:2]([CH3:1])=[CH:7][CH:6]=2)=[CH:18][CH:19]=1)#[N:22], predict the reactants needed to synthesize it. The reactants are: [CH3:1][C:2]1[CH:7]=[CH:6][C:5]([C:8]2[N:13]=[C:12]3[CH:14]=[N:15][NH:16][C:11]3=[CH:10][C:9]=2[C:17]2[CH:24]=[CH:23][C:20]([C:21]#[N:22])=[CH:19][CH:18]=2)=[CH:4][CH:3]=1.Br[CH2:26][CH:27]1[CH2:32][CH2:31][N:30]([C:33]([O:35][C:36]([CH3:39])([CH3:38])[CH3:37])=[O:34])[CH2:29][CH2:28]1.C(=O)([O-])[O-].[K+].[K+].